The task is: Predict the reactants needed to synthesize the given product.. This data is from Full USPTO retrosynthesis dataset with 1.9M reactions from patents (1976-2016). (1) Given the product [NH2:17][C:13]1[CH:14]=[C:15]2[C:10](=[CH:11][CH:12]=1)[CH2:9][NH:8][CH2:16]2.[ClH:20], predict the reactants needed to synthesize it. The reactants are: C([N:8]1[CH2:16][C:15]2[C:10](=[CH:11][CH:12]=[C:13]([N+:17]([O-])=O)[CH:14]=2)[CH2:9]1)C1C=CC=CC=1.[ClH:20]. (2) Given the product [N:1]1[CH:6]=[CH:5][C:4]([CH:7]([OH:10])[CH2:8][CH3:9])=[CH:3][CH:2]=1, predict the reactants needed to synthesize it. The reactants are: [N:1]1[CH:6]=[CH:5][C:4]([C:7](=[O:10])[CH2:8][CH3:9])=[CH:3][CH:2]=1.N1C=CC=C(C(O)CC)C=1. (3) Given the product [C:1]1(=[N:7][NH:6][C:8]([O:10][C:11]([CH3:14])([CH3:13])[CH3:12])=[O:9])[CH2:4][CH2:3][CH2:2]1, predict the reactants needed to synthesize it. The reactants are: [C:1]1(=O)[CH2:4][CH2:3][CH2:2]1.[NH:6]([C:8]([O:10][C:11]([CH3:14])([CH3:13])[CH3:12])=[O:9])[NH2:7]. (4) Given the product [F:36][C:18]([F:17])([F:35])[C:19]1[CH:23]=[C:22]([C:24]([F:25])([F:26])[F:27])[N:21]([C:28]2[CH:29]=[CH:30][C:31]([NH:32][C:14]([CH:11]3[CH2:10][CH2:9][N:8]([C:6]([O:5][C:1]([CH3:2])([CH3:3])[CH3:4])=[O:7])[CH2:13][CH2:12]3)=[O:16])=[CH:33][CH:34]=2)[N:20]=1, predict the reactants needed to synthesize it. The reactants are: [C:1]([O:5][C:6]([N:8]1[CH2:13][CH2:12][CH:11]([C:14]([OH:16])=O)[CH2:10][CH2:9]1)=[O:7])([CH3:4])([CH3:3])[CH3:2].[F:17][C:18]([F:36])([F:35])[C:19]1[CH:23]=[C:22]([C:24]([F:27])([F:26])[F:25])[N:21]([C:28]2[CH:34]=[CH:33][C:31]([NH2:32])=[CH:30][CH:29]=2)[N:20]=1.Cl.C1COCC1. (5) Given the product [C:35]1([CH:7]([C:1]2[CH:2]=[CH:3][CH:4]=[CH:5][CH:6]=2)[CH2:8][NH:9][C:10]2[N:18]=[C:17]([C:19]([OH:21])=[O:20])[N:16]=[C:15]3[C:11]=2[N:12]=[CH:13][N:14]3[C@H:23]2[C@H:27]([OH:28])[C@H:26]([OH:29])[C@@H:25]([C:30]([NH:32][CH2:33][CH3:34])=[O:31])[O:24]2)[CH:36]=[CH:37][CH:38]=[CH:39][CH:40]=1, predict the reactants needed to synthesize it. The reactants are: [C:1]1([CH:7]([C:35]2[CH:40]=[CH:39][CH:38]=[CH:37][CH:36]=2)[CH2:8][NH:9][C:10]2[N:18]=[C:17]([C:19]([O:21]C)=[O:20])[N:16]=[C:15]3[C:11]=2[N:12]=[CH:13][N:14]3[C@H:23]2[C@H:27]([OH:28])[C@H:26]([OH:29])[C@@H:25]([C:30]([NH:32][CH2:33][CH3:34])=[O:31])[O:24]2)[CH:6]=[CH:5][CH:4]=[CH:3][CH:2]=1.[OH-].[Na+].Cl. (6) Given the product [Cl:7][C:8]1[C:9]([CH3:19])=[C:10]([I:18])[C:11]([O:4][CH3:1])=[C:12]([C:14](=[O:16])[CH3:15])[CH:13]=1, predict the reactants needed to synthesize it. The reactants are: [C:1](=[O:4])([O-])[O-].[K+].[K+].[Cl:7][C:8]1[C:9]([CH3:19])=[C:10]([I:18])[C:11](O)=[C:12]([C:14](=[O:16])[CH3:15])[CH:13]=1.CI.O. (7) Given the product [CH3:27][O:28][C:29]([C:31]1[N:32]([S:37]([C:40]2[CH:41]=[CH:42][C:43]([CH3:46])=[CH:44][CH:45]=2)(=[O:38])=[O:39])[CH:33]=[C:34]([C:10]2[CH:11]=[CH:12][CH:13]=[C:14]([N+:15]([O-:17])=[O:16])[C:9]=2[O:8][CH3:7])[CH:35]=1)=[O:30], predict the reactants needed to synthesize it. The reactants are: O1CCOCC1.[CH3:7][O:8][C:9]1[C:14]([N+:15]([O-:17])=[O:16])=[CH:13][CH:12]=[CH:11][C:10]=1B1OC(C)(C)C(C)(C)O1.[CH3:27][O:28][C:29]([C:31]1[N:32]([S:37]([C:40]2[CH:45]=[CH:44][C:43]([CH3:46])=[CH:42][CH:41]=2)(=[O:39])=[O:38])[CH:33]=[C:34](I)[CH:35]=1)=[O:30].C(=O)([O-])[O-].[K+].[K+]. (8) Given the product [CH3:10][C:9]1[O:11][C:2]([C:3]([O:5][CH3:6])=[O:4])=[N:7][CH:8]=1, predict the reactants needed to synthesize it. The reactants are: O=[C:2]([NH:7][CH2:8][C:9](=[O:11])[CH3:10])[C:3]([O:5][CH3:6])=[O:4]. (9) Given the product [C:1]([C:3]1[CH:4]=[CH:5][C:6]([CH:9]2[CH2:10][CH2:11][N:12]([C:15]([C:17]3[C:18]([CH3:30])=[CH:19][C:20]([CH:26]4[CH2:27][CH2:28][CH2:29]4)=[C:21]([CH:25]=3)[C:22]([NH:33][CH3:32])=[O:23])=[O:16])[CH2:13][CH2:14]2)=[CH:7][CH:8]=1)#[N:2], predict the reactants needed to synthesize it. The reactants are: [C:1]([C:3]1[CH:8]=[CH:7][C:6]([CH:9]2[CH2:14][CH2:13][N:12]([C:15]([C:17]3[C:18]([CH3:30])=[CH:19][C:20]([CH:26]4[CH2:29][CH2:28][CH2:27]4)=[C:21]([CH:25]=3)[C:22](O)=[O:23])=[O:16])[CH2:11][CH2:10]2)=[CH:5][CH:4]=1)#[N:2].C[CH2:32][N:33]=C=NCCCN(C)C.C1C=CC2N(O)N=NC=2C=1.C(N(C(C)C)CC)(C)C.CN.